Dataset: Forward reaction prediction with 1.9M reactions from USPTO patents (1976-2016). Task: Predict the product of the given reaction. (1) Given the reactants Br[C:2]1[CH:20]=[CH:19][C:5]([CH2:6][N:7]2[CH2:11][CH:10]([C:12]3[CH:13]=[N:14][CH:15]=[CH:16][CH:17]=3)[O:9][C:8]2=[O:18])=[CH:4][CH:3]=1.[F:21][C:22]1[CH:27]=[C:26]([O:28][C:29]([F:32])([F:31])[F:30])[CH:25]=[CH:24][C:23]=1B(O)O, predict the reaction product. The product is: [F:21][C:22]1[CH:27]=[C:26]([O:28][C:29]([F:30])([F:31])[F:32])[CH:25]=[CH:24][C:23]=1[C:2]1[CH:20]=[CH:19][C:5]([CH2:6][N:7]2[CH2:11][CH:10]([C:12]3[CH:13]=[N:14][CH:15]=[CH:16][CH:17]=3)[O:9][C:8]2=[O:18])=[CH:4][CH:3]=1. (2) Given the reactants [NH2:1][CH2:2][C:3]1[CH:4]=[C:5]([CH:8]=[CH:9][CH:10]=1)[CH:6]=[O:7].Cl[C:12]([O:14][CH:15]([Cl:17])[CH3:16])=[O:13].[C:18](=[O:21])([O-:20])[NH2:19], predict the reaction product. The product is: [C:18](=[O:20])([O-:21])[NH2:19].[CH:6]([C:5]1[CH:4]=[C:3]([CH:10]=[CH:9][CH:8]=1)[CH2:2][NH:1][C:12](=[O:13])[O:14][CH:15]([Cl:17])[CH3:16])=[O:7].